Regression. Given a target protein amino acid sequence and a drug SMILES string, predict the binding affinity score between them. We predict pIC50 (pIC50 = -log10(IC50 in M); higher means more potent). Dataset: bindingdb_ic50. From a dataset of Drug-target binding data from BindingDB using IC50 measurements. (1) The small molecule is O=C([O-])C1=CS[C@@H]2/C(=C\c3cnc4n3CCNC4)C(=O)N12. The target protein sequence is MSLNVKPSRIAILFSSCLVSISFFSQANTKGIDEIKDLETDFNGRIGVYALDTGSGKSFSYKANERFPLCSSFKGFLAAAVLKGSQDNQLNLNQIVNYNTRSLEFHSPITTKYKDNGMSLGDMAAAALQYSDNGATNIILERYIGGPEGMTKFMRSIGDKDFRLDRWELDLNTAIPGDERDTSTPAAVAKSLKTLALGNILNEREKETYQTWLKGNTTGAARIRASVPSDWVVGDKTGSCGAYGTANDYAVVWPKNRAPLIISVYTTKNEKEAKHEDKVIAEASRIAIDNLK. The pIC50 is 7.5. (2) The compound is O=C(C=Cc1ccc2ccccc2c1)CCC(=O)Nc1ccc(O)cc1. The target protein (P34972) has sequence MEECWVTEIANGSKDGLDSNPMKDYMILSGPQKTAVAVLCTLLGLLSALENVAVLYLILSSHQLRRKPSYLFIGSLAGADFLASVVFACSFVNFHVFHGVDSKAVFLLKIGSVTMTFTASVGSLLLTAIDRYLCLRYPPSYKALLTRGRALVTLGIMWVLSALVSYLPLMGWTCCPRPCSELFPLIPNDYLLSWLLFIAFLFSGIIYTYGHVLWKAHQHVASLSGHQDRQVPGMARMRLDVRLAKTLGLVLAVLLICWFPVLALMAHSLATTLSDQVKKAFAFCSMLCLINSMVNPVIYALRSGEIRSSAHHCLAHWKKCVRGLGSEAKEEAPRSSVTETEADGKITPWPDSRDLDLSDC. The pIC50 is 5.0. (3) The compound is C[C@@H]1COCCN1c1cc(=O)n2c(n1)N(Cc1cncc(Cl)c1)[C@H](C(F)(F)F)CC2. The target protein (O00443) has sequence MAQISSNSGFKECPSSHPEPTRAKDVDKEEALQMEAEALAKLQKDRQVTDNQRGFELSSSTRKKAQVYNKQDYDLMVFPESDSQKRALDIDVEKLTQAELEKLLLDDSFETKKTPVLPVTPILSPSFSAQLYFRPTIQRGQWPPGLPGPSTYALPSIYPSTYSKQAAFQNGFNPRMPTFPSTEPIYLSLPGQSPYFSYPLTPATPFHPQGSLPIYRPVVSTDMAKLFDKIASTSEFLKNGKARTDLEITDSKVSNLQVSPKSEDISKFDWLDLDPLSKPKVDNVEVLDHEEEKNVSSLLAKDPWDAVLLEERSTANCHLERKVNGKSLSVATVTRSQSLNIRTTQLAKAQGHISQKDPNGTSSLPTGSSLLQEVEVQNEEMAAFCRSITKLKTKFPYTNHRTNPGYLLSPVTAQRNICGENASVKVSIDIEGFQLPVTFTCDVSSTVEIIIMQALCWVHDDLNQVDVGSYVLKVCGQEEVLQNNHCLGSHEHIQNCRKWD.... The pIC50 is 5.0. (4) The drug is Cc1cc(C)c(S(=O)(=O)n2ccc3ccncc32)c(C)c1. The target protein (Q8WZA2) has sequence MVAAHAAHSSSSAEWIACLDKRPLERSSEDVDIIFTRLKEVKAFEKFHPNLLHQICLCGYYENLEKGITLFRQGDIGTNWYAVLAGSLDVKVSETSSHQDAVTICTLGIGTAFGESILDNTPRHATIVTRESSELLRIEQKDFKALWEKYRQYMAGLLAPPYGVMETGSNNDRIPDKENTPLIEPHVPLRPANTITKVPSEKILRAGKILRNAILSRAPHMIRDRKYHLKTYRQCCVGTELVDWMMQQTPCVHSRTQAVGMWQVLLEDGVLNHVDQEHHFQDKYLFYRFLDDEHEDAPLPTEEEKKECDEELQDTMLLLSQMGPDAHMRMILRKPPGQRTVDDLEIIYEELLHIKALSHLSTTVKRELAGVLIFESHAKGGTVLFNQGEEGTSWYIILKGSVNVVIYGKGVVCTLHEGDDFGKLALVNDAPRAASIVLREDNCHFLRVDKEDFNRILRDVEANTVRLKEHDQDVLVLEKVPAGNRASNQGNSQPQQKYTV.... The pIC50 is 4.9. (5) The drug is FC(F)(F)c1ccc(Cn2nc3c(C(F)(F)F)cccc3c2-c2ccc(Cl)cc2)cc1. The target protein sequence is SSPPQILPQLSPEQLGMIEKLVAAQQQCNRRSFSDRLRVTPWPMAPDPHSREARQQRFAHFTELAIVSVQEIVDFAKQLPGFLQLSREDQIALLKTSAIEVMLLETSRRYNPGSESITFLKDFSYNREDFAKAGLQVEFINPIFEFSRAMNELQLNDAEFALLIAISIFSADRPNVQDQLQVERLQHTYVEALHAYVSIHHPHDRLMFPRMLMKLVSLRTLSSVHSEQVFALRLQDKKLPPLLSEIWDVHE. The pIC50 is 5.5. (6) The small molecule is Cc1cc(COc2ccc(S(=O)(=O)N3CCN(C(=O)C(C)(C)C)C(C(=O)NO)C3)cc2)c2c(n1)CCCC2. The target protein (Q13443) has sequence MGSGARFPSGTLRVRWLLLLGLVGPVLGAARPGFQQTSHLSSYEIITPWRLTRERREAPRPYSKQVSYVIQAEGKEHIIHLERNKDLLPEDFVVYTYNKEGTLITDHPNIQNHCHYRGYVEGVHNSSIALSDCFGLRGLLHLENASYGIEPLQNSSHFEHIIYRMDDVYKEPLKCGVSNKDIEKETAKDEEEEPPSMTQLLRRRRAVLPQTRYVELFIVVDKERYDMMGRNQTAVREEMILLANYLDSMYIMLNIRIVLVGLEIWTNGNLINIVGGAGDVLGNFVQWREKFLITRRRHDSAQLVLKKGFGGTAGMAFVGTVCSRSHAGGINVFGQITVETFASIVAHELGHNLGMNHDDGRDCSCGAKSCIMNSGASGSRNFSSCSAEDFEKLTLNKGGNCLLNIPKPDEAYSAPSCGNKLVDAGEECDCGTPKECELDPCCEGSTCKLKSFAECAYGDCCKDCRFLPGGTLCRGKTSECDVPEYCNGSSQFCQPDVFIQ.... The pIC50 is 5.0. (7) The target protein sequence is LPPPPPQAPPEEENESEPEEPSGVEGAAFQSRLPHDRMTSQEAACFPDIISGPQQTQKVFLFIRNRTLQLWLDNPKIQLTFEATLQQLEAPYNSDTVLVHRVHSYLERHGLINFGIYKRIKPLPTKKTGKVIIIGSGVSGLAAARQLQSFGMDVTLLEARDRVGGRVATFRKGNYVADLGAMVVTGLGGNPMAVVSKQVNMELAKIKQKCPLYEANGQAVPKEKDEMVEQEFNRLLEATSYLSHQLDFNVLNNKPVSLGQALEVVIQLQEKHVKDEQIEHWKKIVKTQEELKELLNKMVNLKEKIKELHQQYKEASEVKPPRDITAEFLVKSKHRDLTALCKEYDELAETQGKLEEKLQELEANPPSDVYLSSRDRQILDWHFANLEFANATPLSTLSLKHWDQDDDFEFTGSHLTVRNGYSCVPVALAEGLDIKLNTAVRQVRYTASGCEVIAVNTRSTSQTFIYKCDAVLCTLPLGVLKQQPPAVQFVPPLPEWKTSA.... The small molecule is CN1CCC[C@@H](COc2nc(-c3ccc(C#N)cc3)c(-c3cc(F)c4c(c3)C(O)CC4)n3ccnc23)C1. The pIC50 is 7.3. (8) The drug is CN(C)c1cccc2c(S(=O)(=O)NC(C)(C)CCCOCn3ccc(=O)[nH]c3=O)cccc12. The target protein (P33316) has sequence MTPLCPRPALCYHFLTSLLRSAMQNARGARQRAEAAVLSGPGPPLGRAAQHGIPRPLSSAGRLSQGCRGASTVGAAGWKGELPKAGGSPAPGPETPAISPSKRARPAEVGGMQLRFARLSEHATAPTRGSARAAGYDLYSAYDYTIPPMEKAVVKTDIQIALPSGCYGRVAPRSGLAAKHFIDVGAGVIDEDYRGNVGVVLFNFGKEKFEVKKGDRIAQLICERIFYPEIEEVQALDDTERGSGGFGSTGKN. The pIC50 is 5.0. (9) The compound is CC[C@H](C)[C@H](NC(=O)[C@@H](NC(=O)[C@H](CC(C)C)NC(=O)[C@@H](N)CO)C(C)C)C(=O)N[C@@H](CCCN=C(N)N)C(=O)NCC(=O)N[C@H](C(=O)N[C@H](C(=O)N[C@H](C(=O)O)C(C)C)[C@@H](C)CC)C(C)C. The target protein sequence is STWVLLGGVLAALAAYCLSVGCVVIVGYIELGGKPALVPDKEVCYQQYDEMEEC. The pIC50 is 6.2.